From a dataset of Peptide-MHC class II binding affinity with 134,281 pairs from IEDB. Regression. Given a peptide amino acid sequence and an MHC pseudo amino acid sequence, predict their binding affinity value. This is MHC class II binding data. (1) The peptide sequence is GPVFTFLAYLVLDPL. The MHC is DRB3_0202 with pseudo-sequence DRB3_0202. The binding affinity (normalized) is 0.0512. (2) The peptide sequence is GELQIVDKSDAAFKI. The MHC is DRB1_1302 with pseudo-sequence DRB1_1302. The binding affinity (normalized) is 0.705. (3) The MHC is DRB1_1201 with pseudo-sequence DRB1_1201. The peptide sequence is PISVTAPPPQLPRPP. The binding affinity (normalized) is 0.176. (4) The peptide sequence is TKQQVFIQSEDPPVL. The MHC is HLA-DPA10201-DPB11401 with pseudo-sequence HLA-DPA10201-DPB11401. The binding affinity (normalized) is 0.157. (5) The peptide sequence is AMCRTPFSLAEGIVL. The MHC is DRB5_0101 with pseudo-sequence DRB5_0101. The binding affinity (normalized) is 0.614. (6) The peptide sequence is TCGFVDERGLYKSLK. The binding affinity (normalized) is 0.380. The MHC is DRB1_0301 with pseudo-sequence DRB1_0301. (7) The peptide sequence is WITQCFLPVFLAQPPSGQRR. The MHC is HLA-DQA10501-DQB10201 with pseudo-sequence HLA-DQA10501-DQB10201. The binding affinity (normalized) is 0.533. (8) The peptide sequence is ALEDDLLNRNNSFKP. The MHC is DRB1_1501 with pseudo-sequence DRB1_1501. The binding affinity (normalized) is 0.0855.